This data is from hERG Central: cardiac toxicity at 1µM, 10µM, and general inhibition. The task is: Predict hERG channel inhibition at various concentrations. (1) The drug is O=C(CCc1nnc2ccc(NCc3ccccc3Cl)nn12)N1CCC2(CC1)OCCO2. Results: hERG_inhib (hERG inhibition (general)): blocker. (2) The compound is Cc1nc2n(c(=O)c1CCN1CCC(c3noc4cc(F)ccc34)CC1)CCCC2. Results: hERG_inhib (hERG inhibition (general)): blocker. (3) The compound is Cc1nn(Cc2ccccc2)c(C)c1NC(=O)c1ccc([N+](=O)[O-])cc1[N+](=O)[O-]. Results: hERG_inhib (hERG inhibition (general)): blocker. (4) The drug is Cc1nc(SCC(=O)N2CCN(C(=O)c3ccco3)CC2)c2c(C)c(C)sc2n1. Results: hERG_inhib (hERG inhibition (general)): blocker.